From a dataset of Forward reaction prediction with 1.9M reactions from USPTO patents (1976-2016). Predict the product of the given reaction. The product is: [CH:22]([C:8]1[C:9]2[C:14](=[CH:13][C:12]([C:15]#[N:16])=[CH:11][CH:10]=2)[NH:6][CH:7]=1)=[O:23]. Given the reactants O=P(Cl)(Cl)Cl.[NH:6]1[C:14]2[C:9](=[CH:10][CH:11]=[C:12]([C:15]#[N:16])[CH:13]=2)[CH:8]=[CH:7]1.[OH-].[Na+].CN([CH:22]=[O:23])C, predict the reaction product.